From a dataset of Forward reaction prediction with 1.9M reactions from USPTO patents (1976-2016). Predict the product of the given reaction. Given the reactants C(OC(=O)[NH:7][C:8]1[CH:13]=[C:12]([N:14]([CH:16]2[CH2:18][CH2:17]2)[CH3:15])[C:11]([C:19]([F:22])([F:21])[F:20])=[CH:10][C:9]=1[NH:23][C:24](=[O:40])[CH2:25][C:26](=O)[C:27]1[CH:32]=[CH:31][CH:30]=[C:29]([C:33]2[CH:34]=[N:35][CH:36]=[CH:37][CH:38]=2)[CH:28]=1)(C)(C)C.C(O)(C(F)(F)F)=O, predict the reaction product. The product is: [CH:16]1([N:14]([CH3:15])[C:12]2[C:11]([C:19]([F:20])([F:21])[F:22])=[CH:10][C:9]3[NH:23][C:24](=[O:40])[CH2:25][C:26]([C:27]4[CH:32]=[CH:31][CH:30]=[C:29]([C:33]5[CH:34]=[N:35][CH:36]=[CH:37][CH:38]=5)[CH:28]=4)=[N:7][C:8]=3[CH:13]=2)[CH2:18][CH2:17]1.